This data is from Reaction yield outcomes from USPTO patents with 853,638 reactions. The task is: Predict the reaction yield, written as a fraction of the theoretical maximum amount of product (1.0 means a 100% yield; for example, 0.34 means a 34% yield). The reactants are [C:1]12([C:11]3[CH:12]=[C:13]([C:19]4[CH:20]=[C:21]5[C:26](=[CH:27][CH:28]=4)[CH:25]=[C:24]([CH:29]=[O:30])[CH:23]=[CH:22]5)[CH:14]=[CH:15][C:16]=3[O:17][CH3:18])[CH2:10][CH:5]3[CH2:6][CH:7]([CH2:9][CH:3]([CH2:4]3)[CH2:2]1)[CH2:8]2.CC(C[AlH]CC(C)C)C. The catalyst is C1(C)C=CC=CC=1. The product is [C:1]12([C:11]3[CH:12]=[C:13]([C:19]4[CH:20]=[C:21]5[C:26](=[CH:27][CH:28]=4)[CH:25]=[C:24]([CH2:29][OH:30])[CH:23]=[CH:22]5)[CH:14]=[CH:15][C:16]=3[O:17][CH3:18])[CH2:8][CH:7]3[CH2:6][CH:5]([CH2:4][CH:3]([CH2:9]3)[CH2:2]1)[CH2:10]2. The yield is 0.900.